From a dataset of Forward reaction prediction with 1.9M reactions from USPTO patents (1976-2016). Predict the product of the given reaction. (1) Given the reactants [F:1][C:2]1[CH:7]=[CH:6][C:5]([CH:8]([CH2:12][CH:13]=[CH2:14])[CH2:9][NH:10][CH3:11])=[CH:4][CH:3]=1.CCN(C(C)C)C(C)C.[C:24]([C:26]1[CH:27]=[C:28]([C:36](Cl)=[O:37])[C:29]2[C:34]([CH:35]=1)=[CH:33][CH:32]=[CH:31][CH:30]=2)#[N:25], predict the reaction product. The product is: [C:24]([C:26]1[CH:27]=[C:28]([C:36]([N:10]([CH2:9][CH:8]([C:5]2[CH:4]=[CH:3][C:2]([F:1])=[CH:7][CH:6]=2)[CH2:12][CH:13]=[CH2:14])[CH3:11])=[O:37])[C:29]2[C:34]([CH:35]=1)=[CH:33][CH:32]=[CH:31][CH:30]=2)#[N:25]. (2) Given the reactants [OH:1][C:2]1[CH:3]=[C:4]([C:8](=[O:12])[CH2:9][CH2:10][CH3:11])[CH:5]=[CH:6][CH:7]=1.C([O-])([O-])=O.[K+].[K+].[CH2:19]([O:21][C:22](=[O:25])[CH2:23]Br)[CH3:20], predict the reaction product. The product is: [CH2:19]([O:21][C:22](=[O:25])[CH2:23][O:1][C:2]1[CH:7]=[CH:6][CH:5]=[C:4]([C:8](=[O:12])[CH2:9][CH2:10][CH3:11])[CH:3]=1)[CH3:20].